From a dataset of Full USPTO retrosynthesis dataset with 1.9M reactions from patents (1976-2016). Predict the reactants needed to synthesize the given product. (1) Given the product [C:30]([C:10]1[C:9]([O:23][CH3:24])=[CH:8][C:7]2[N:6]([CH2:5][CH2:4][CH2:3][N:2]([CH3:1])[CH3:25])[C:18]3[CH:17]=[CH:16][C:15]4[C:19](=[O:22])[CH2:20][CH2:21][C:14]=4[C:13]=3[C:12]=2[CH:11]=1)(=[O:31])[CH3:32], predict the reactants needed to synthesize it. The reactants are: [CH3:1][N:2]([CH3:25])[CH2:3][CH2:4][CH2:5][N:6]1[C:18]2[CH:17]=[CH:16][C:15]3[C:19](=[O:22])[CH2:20][CH2:21][C:14]=3[C:13]=2[C:12]2[CH:11]=[CH:10][C:9]([O:23][CH3:24])=[CH:8][C:7]1=2.[Al+3].[Cl-].[Cl-].[Cl-].[C:30](Cl)([CH3:32])=[O:31].C([O-])([O-])=O.[Na+].[Na+]. (2) Given the product [F:17][C:18]1[CH:25]=[CH:24][CH:23]=[CH:22][C:19]=1[CH2:20][N:1]1[C:5]2[CH2:6][CH2:7][CH2:8][C:4]=2[C:3]([C:9]#[N:10])=[N:2]1, predict the reactants needed to synthesize it. The reactants are: [NH:1]1[C:5]2[CH2:6][CH2:7][CH2:8][C:4]=2[C:3]([C:9]#[N:10])=[N:2]1.C(=O)([O-])[O-].[Cs+].[Cs+].[F:17][C:18]1[CH:25]=[CH:24][CH:23]=[CH:22][C:19]=1[CH2:20]Br. (3) Given the product [C:1]1([C:7]2[CH:8]=[C:9]([C:16]3[O:20][N:19]=[C:18]([C:21]4[CH:26]=[CH:25][C:24]([CH2:27][N:28]5[C:32]([C:33]([OH:35])=[O:34])=[CH:31][CH:30]=[N:29]5)=[CH:23][CH:22]=4)[N:17]=3)[S:10][C:11]=2[C:12]([F:14])([F:15])[F:13])[CH:6]=[CH:5][CH:4]=[CH:3][CH:2]=1, predict the reactants needed to synthesize it. The reactants are: [C:1]1([C:7]2[CH:8]=[C:9]([C:16]3[O:20][N:19]=[C:18]([C:21]4[CH:26]=[CH:25][C:24]([CH2:27][N:28]5[C:32]([C:33]([O:35]CC)=[O:34])=[CH:31][CH:30]=[N:29]5)=[CH:23][CH:22]=4)[N:17]=3)[S:10][C:11]=2[C:12]([F:15])([F:14])[F:13])[CH:6]=[CH:5][CH:4]=[CH:3][CH:2]=1.C(O)C.[Li+].[OH-].Cl. (4) Given the product [F:1][C:2]1[CH:3]=[CH:4][C:5]([CH2:8][NH:9][CH2:10][CH2:11][CH2:12][C:13]([N:17]([CH3:16])[CH2:18][C:19]2[CH:24]=[CH:23][CH:22]=[CH:21][C:20]=2[C:25]([F:26])([F:27])[F:28])=[O:15])=[CH:6][CH:7]=1, predict the reactants needed to synthesize it. The reactants are: [F:1][C:2]1[CH:7]=[CH:6][C:5]([CH2:8][NH:9][CH2:10][CH2:11][CH2:12][C:13]([OH:15])=O)=[CH:4][CH:3]=1.[CH3:16][NH:17][CH2:18][C:19]1[CH:24]=[CH:23][CH:22]=[CH:21][C:20]=1[C:25]([F:28])([F:27])[F:26]. (5) Given the product [Cl:20][C:19]1[C:14]([O:13][CH2:2][CH2:3][CH2:4][CH2:5][S:6][C:7]2[CH:12]=[CH:11][N:10]=[CH:9][CH:8]=2)=[C:15]([C:22](=[O:27])[CH2:23][CH:24]([CH3:25])[CH3:26])[CH:16]=[CH:17][C:18]=1[O:21][CH2:2][CH2:3][CH2:4][CH2:5][S:6][C:7]1[CH:12]=[CH:11][N:10]=[CH:9][CH:8]=1, predict the reactants needed to synthesize it. The reactants are: Br[CH2:2][CH2:3][CH2:4][CH2:5][S:6][C:7]1[CH:12]=[CH:11][N:10]=[CH:9][CH:8]=1.[OH:13][C:14]1[C:19]([Cl:20])=[C:18]([OH:21])[CH:17]=[CH:16][C:15]=1[C:22](=[O:27])[CH2:23][CH:24]([CH3:26])[CH3:25]. (6) Given the product [OH:21][CH:18]1[CH2:19][CH2:20][CH:15]([NH:14][C:2]2[C:3]3[N:4]([CH:11]=[CH:12][CH:13]=3)[N:5]=[CH:6][C:7]=2[C:8]([NH2:10])=[O:9])[CH2:16][CH2:17]1, predict the reactants needed to synthesize it. The reactants are: Cl[C:2]1[C:3]2[N:4]([CH:11]=[CH:12][CH:13]=2)[N:5]=[CH:6][C:7]=1[C:8]([NH2:10])=[O:9].[NH2:14][C@H:15]1[CH2:20][CH2:19][C@H:18]([OH:21])[CH2:17][CH2:16]1. (7) The reactants are: [O:1]1[C:5]2[CH:6]=[CH:7][CH:8]=[CH:9][C:4]=2[N:3]=[C:2]1[C:10]1[CH:15]=[CH:14][N:13]=[C:12]([NH2:16])[CH:11]=1.[CH2:17]1[O:25][C:24]2[CH:23]=[CH:22][C:21]([N:26]=[C:27]=[O:28])=[CH:20][C:19]=2[O:18]1. Given the product [O:25]1[C:24]2[CH:23]=[CH:22][C:21]([NH:26][C:27]([NH:16][C:12]3[CH:11]=[C:10]([C:2]4[O:1][C:5]5[CH:6]=[CH:7][CH:8]=[CH:9][C:4]=5[N:3]=4)[CH:15]=[CH:14][N:13]=3)=[O:28])=[CH:20][C:19]=2[O:18][CH2:17]1, predict the reactants needed to synthesize it. (8) Given the product [Br:7][C:8]1[CH:9]=[C:10]([C@H:14]([NH:19][C@@H:20]([CH2:23][CH:24]([CH3:26])[CH3:25])[C:21]([OH:6])=[O:22])[C:15]([F:18])([F:17])[F:16])[CH:11]=[CH:12][CH:13]=1, predict the reactants needed to synthesize it. The reactants are: I(O)(=O)(=O)=O.[OH2:6].[Br:7][C:8]1[CH:9]=[C:10]([C@H:14]([NH:19][C@@H:20]([CH2:23][CH:24]([CH3:26])[CH3:25])[CH2:21][OH:22])[C:15]([F:18])([F:17])[F:16])[CH:11]=[CH:12][CH:13]=1.